This data is from Reaction yield outcomes from USPTO patents with 853,638 reactions. The task is: Predict the reaction yield, written as a fraction of the theoretical maximum amount of product (1.0 means a 100% yield; for example, 0.34 means a 34% yield). (1) The reactants are CCCC[N+](CCCC)(CCCC)CCCC.[F-].[CH3:19][O:20][C:21]([C:23]1[C:24]([O:48][CH3:49])=[C:25]2[C:30](=[C:31]([O:37][Si](C(C)C)(C(C)C)C(C)C)[C:32]=1[C:33]([O:35][CH3:36])=[O:34])[N:29]=[CH:28][CH:27]=[CH:26]2)=[O:22].[C:50]1([C:56]([C:59]2[CH:64]=[CH:63][CH:62]=[CH:61][CH:60]=2)=[N+]=[N-])[CH:55]=[CH:54][CH:53]=[CH:52][CH:51]=1. The catalyst is C1COCC1. The product is [CH3:19][O:20][C:21]([C:23]1[C:24]([O:48][CH3:49])=[C:25]2[C:30](=[C:31]([O:37][CH:56]([C:50]3[CH:55]=[CH:54][CH:53]=[CH:52][CH:51]=3)[C:59]3[CH:64]=[CH:63][CH:62]=[CH:61][CH:60]=3)[C:32]=1[C:33]([O:35][CH3:36])=[O:34])[N:29]=[CH:28][CH:27]=[CH:26]2)=[O:22]. The yield is 0.610. (2) The reactants are [CH3:1][C:2]1[C:3]([CH3:27])=[CH:4][C:5]2[N:14]([CH2:15][CH2:16][CH:17]3[CH2:22][CH2:21][CH2:20][C:19](=[O:23])[O:18]3)[C:13]3[C:8]([C:9](=[O:25])[NH:10][C:11](=[O:24])[N:12]=3)=[N:7][C:6]=2[CH:26]=1.[OH-:28].[K+:29]. The catalyst is O. The product is [CH3:1][C:2]1[C:3]([CH3:27])=[CH:4][C:5]2[N:14]([CH2:15][CH2:16][CH:17]([OH:28])[CH2:22][CH2:21][CH2:20][C:19]([O-:18])=[O:23])[C:13]3[C:8]([C:9](=[O:25])[NH:10][C:11](=[O:24])[N:12]=3)=[N:7][C:6]=2[CH:26]=1.[K+:29]. The yield is 0.860. (3) The reactants are [CH:1]1([O:6][C:7]2[CH:12]=[C:11]([CH3:13])[C:10]([C:14]3[CH:19]=[CH:18][CH:17]=[C:16]([CH2:20][O:21][C:22]4[CH:35]=[CH:34][C:25]5[C@H:26]([CH2:29][C:30]([O:32]C)=[O:31])[CH2:27][O:28][C:24]=5[CH:23]=4)[CH:15]=3)=[C:9]([CH3:36])[CH:8]=2)[CH2:5][CH2:4][CH2:3][CH2:2]1.[OH-].[Li+]. The catalyst is O1CCCC1.CO. The product is [CH:1]1([O:6][C:7]2[CH:8]=[C:9]([CH3:36])[C:10]([C:14]3[CH:19]=[CH:18][CH:17]=[C:16]([CH2:20][O:21][C:22]4[CH:35]=[CH:34][C:25]5[C@H:26]([CH2:29][C:30]([OH:32])=[O:31])[CH2:27][O:28][C:24]=5[CH:23]=4)[CH:15]=3)=[C:11]([CH3:13])[CH:12]=2)[CH2:2][CH2:3][CH2:4][CH2:5]1. The yield is 0.800. (4) The reactants are C([O:4][C@@H:5]([CH3:41])[C:6]([NH:8][CH2:9][C@@H:10]1[CH2:15][O:14][C@@H:13]([C@H:16]2[O:20][N:19]=[C:18]([C:21]3[CH:26]=[C:25]([C:27](=[O:39])[NH:28][CH2:29][C:30]4[CH:35]=[CH:34][C:33]([F:36])=[C:32]([O:37][CH3:38])[CH:31]=4)[N:24]=[C:23]([CH3:40])[N:22]=3)[CH2:17]2)[CH2:12][O:11]1)=[O:7])(=O)C.[OH-].[Li+]. The catalyst is C(#N)C.CCOC(C)=O. The product is [F:36][C:33]1[CH:34]=[CH:35][C:30]([CH2:29][NH:28][C:27]([C:25]2[CH:26]=[C:21]([C:18]3[CH2:17][C@@H:16]([C@H:13]4[CH2:12][O:11][C@H:10]([CH2:9][NH:8][C:6](=[O:7])[C@@H:5]([OH:4])[CH3:41])[CH2:15][O:14]4)[O:20][N:19]=3)[N:22]=[C:23]([CH3:40])[N:24]=2)=[O:39])=[CH:31][C:32]=1[O:37][CH3:38]. The yield is 0.520.